Predict the reactants needed to synthesize the given product. From a dataset of Full USPTO retrosynthesis dataset with 1.9M reactions from patents (1976-2016). (1) Given the product [NH2:1][C:2]1[C:3]2[N:4]([C:8]([C@H:27]3[CH2:32][CH2:31][C@H:30]([CH2:33][N:39]4[C:35](=[O:45])[C:36]5[C:37](=[CH:41][CH:42]=[CH:43][CH:44]=5)[C:38]4=[O:40])[CH2:29][CH2:28]3)=[N:9][C:10]=2[C:11]2[CH:20]=[C:19]3[C:14]([CH:15]=[CH:16][C:17]([C:21]4[CH:26]=[CH:25][CH:24]=[CH:23][CH:22]=4)=[N:18]3)=[CH:13][CH:12]=2)[CH:5]=[CH:6][N:7]=1, predict the reactants needed to synthesize it. The reactants are: [NH2:1][C:2]1[C:3]2[N:4]([C:8]([C@H:27]3[CH2:32][CH2:31][C@H:30]([CH2:33]O)[CH2:29][CH2:28]3)=[N:9][C:10]=2[C:11]2[CH:20]=[C:19]3[C:14]([CH:15]=[CH:16][C:17]([C:21]4[CH:26]=[CH:25][CH:24]=[CH:23][CH:22]=4)=[N:18]3)=[CH:13][CH:12]=2)[CH:5]=[CH:6][N:7]=1.[C:35]1(=[O:45])[NH:39][C:38](=[O:40])[C:37]2=[CH:41][CH:42]=[CH:43][CH:44]=[C:36]12.C1(P(C2C=CC=CC=2)C2C=CC=CC=2)C=CC=CC=1.CC(OC(/N=N/C(OC(C)C)=O)=O)C. (2) Given the product [Cl:1][C:2]1[CH:3]=[C:4]([F:34])[C:5]([C:8]2([C:11]([N:13]3[CH2:17][C@H:16]([S:18]([C:21]4[CH:26]=[CH:25][CH:24]=[CH:23][C:22]=4[C:27]([F:30])([F:29])[F:28])(=[O:19])=[O:20])[CH2:15][C@H:14]3[C:31]([NH:35][C@@H:36]([CH2:45][CH2:46][CH3:47])[C:37](=[O:44])[C:38]([NH:40][CH:41]3[CH2:43][CH2:42]3)=[O:39])=[O:32])=[O:12])[CH2:10][CH2:9]2)=[N:6][CH:7]=1, predict the reactants needed to synthesize it. The reactants are: [Cl:1][C:2]1[CH:3]=[C:4]([F:34])[C:5]([C:8]2([C:11]([N:13]3[CH2:17][C@H:16]([S:18]([C:21]4[CH:26]=[CH:25][CH:24]=[CH:23][C:22]=4[C:27]([F:30])([F:29])[F:28])(=[O:20])=[O:19])[CH2:15][C@H:14]3[C:31](O)=[O:32])=[O:12])[CH2:10][CH2:9]2)=[N:6][CH:7]=1.[NH2:35][C@@H:36]([CH2:45][CH2:46][CH3:47])[C@H:37]([OH:44])[C:38]([NH:40][CH:41]1[CH2:43][CH2:42]1)=[O:39]. (3) Given the product [I:1][C:2]1[CH:3]=[CH:4][C:5]([N+:11]([O-:13])=[O:12])=[C:6]([CH:10]=1)[C:7]([N:21]([CH3:22])[CH3:20])=[O:8], predict the reactants needed to synthesize it. The reactants are: [I:1][C:2]1[CH:3]=[CH:4][C:5]([N+:11]([O-:13])=[O:12])=[C:6]([CH:10]=1)[C:7](O)=[O:8].C(Cl)(=O)C(Cl)=O.[CH3:20][N:21](C)[CH:22]=O. (4) Given the product [CH2:1]([N:8]1[CH2:17][C:16]2[CH:15]=[N:14][CH:13]=[C:12]([C:20]#[N:21])[C:11]=2[CH2:10][CH2:9]1)[C:2]1[CH:7]=[CH:6][CH:5]=[CH:4][CH:3]=1, predict the reactants needed to synthesize it. The reactants are: [CH2:1]([N:8]1[CH2:17][C:16]2[C:15](Cl)=[N:14][C:13](Cl)=[C:12]([C:20]#[N:21])[C:11]=2[CH2:10][CH2:9]1)[C:2]1[CH:7]=[CH:6][CH:5]=[CH:4][CH:3]=1.C(N(CC)CC)C.